The task is: Predict the product of the given reaction.. This data is from Forward reaction prediction with 1.9M reactions from USPTO patents (1976-2016). (1) The product is: [CH:14]1([N:11]2[CH2:12][CH2:13][N:8]([C:7]3[CH:2]=[C:3]([NH2:18])[C:4]([NH2:15])=[CH:5][CH:6]=3)[CH2:9][CH2:10]2)[CH2:26][CH2:25][CH2:24][CH2:23]1. Given the reactants F[C:2]1[C:7]([N:8]2[CH2:13][CH2:12][N:11]([CH3:14])[CH2:10][CH2:9]2)=[CH:6][CH:5]=[C:4]([N+:15]([O-])=O)[C:3]=1[NH2:18].Cl.NO.N1C=[CH:26][CH:25]=[CH:24][CH:23]=1, predict the reaction product. (2) Given the reactants [Br:1][C:2]1[CH:7]=[CH:6][C:5]([CH2:8][C:9]([C:11]2[C:20]3[O:19][CH2:18][C:17](=[O:21])[N:16]([CH3:22])[C:15]=3[CH:14]=[CH:13][CH:12]=2)=[O:10])=[C:4]([Cl:23])[CH:3]=1.[H-].[Na+].[CH3:26]I, predict the reaction product. The product is: [Br:1][C:2]1[CH:7]=[CH:6][C:5]([CH:8]([CH3:26])[C:9]([C:11]2[C:20]3[O:19][CH2:18][C:17](=[O:21])[N:16]([CH3:22])[C:15]=3[CH:14]=[CH:13][CH:12]=2)=[O:10])=[C:4]([Cl:23])[CH:3]=1. (3) Given the reactants [CH3:1][C:2]1([CH3:33])[C:11]2[CH:10]=[C:9]([Se:12][C:13]3[CH:14]=[C:15](/[CH:19]=[CH:20]/[C:21]([O:23]CC)=[O:22])[CH:16]=[CH:17][CH:18]=3)[CH:8]=[CH:7][C:6]=2[C:5]([C:26]2[CH:31]=[CH:30][C:29]([CH3:32])=[CH:28][CH:27]=2)=[CH:4][CH2:3]1.O.[OH-].[Li+], predict the reaction product. The product is: [CH3:1][C:2]1([CH3:33])[C:11]2[CH:10]=[C:9]([Se:12][C:13]3[CH:14]=[C:15](/[CH:19]=[CH:20]\[C:21]([OH:23])=[O:22])[CH:16]=[CH:17][CH:18]=3)[CH:8]=[CH:7][C:6]=2[C:5]([C:26]2[CH:27]=[CH:28][C:29]([CH3:32])=[CH:30][CH:31]=2)=[CH:4][CH2:3]1.